From a dataset of Full USPTO retrosynthesis dataset with 1.9M reactions from patents (1976-2016). Predict the reactants needed to synthesize the given product. (1) Given the product [C:1]([NH:5][C:6]([C:8]1[C:16]2[C:11](=[N:12][CH:13]=[C:14]([NH:17][C:18]3[CH:19]=[N:20][CH:21]=[C:22]([S:24]([CH3:27])(=[O:25])=[O:26])[CH:23]=3)[N:15]=2)[NH:10][CH:9]=1)=[O:7])([CH3:4])([CH3:3])[CH3:2], predict the reactants needed to synthesize it. The reactants are: [C:1]([NH:5][C:6]([C:8]1[C:16]2[C:11](=[N:12][CH:13]=[C:14]([NH:17][C:18]3[CH:19]=[N:20][CH:21]=[C:22]([S:24]([CH3:27])(=[O:26])=[O:25])[CH:23]=3)[N:15]=2)[N:10](COCC[Si](C)(C)C)[CH:9]=1)=[O:7])([CH3:4])([CH3:3])[CH3:2].FC(F)(F)C(O)=O. (2) The reactants are: [F:1][CH:2]([F:50])[C:3]1[CH:8]=[CH:7][N:6]=[C:5]([NH:9][C:10]2[N:15]=[C:14]([C:16]3[CH:17]=[N:18][C:19]([C@@:22]([C@H:25]4[CH2:30][CH2:29][C@H:28]([C:31]([O:33][C@H:34]5[CH2:37][C@H:36]([NH:38]C(OCC6C=CC=CC=6)=O)[CH2:35]5)=[O:32])[CH2:27][CH2:26]4)([OH:24])[CH3:23])=[CH:20][CH:21]=3)[CH:13]=[C:12]([CH3:49])[CH:11]=2)[CH:4]=1. Given the product [F:50][CH:2]([F:1])[C:3]1[CH:8]=[CH:7][N:6]=[C:5]([NH:9][C:10]2[N:15]=[C:14]([C:16]3[CH:17]=[N:18][C:19]([C@@:22]([C@H:25]4[CH2:30][CH2:29][C@H:28]([C:31]([O:33][C@H:34]5[CH2:35][C@H:36]([NH2:38])[CH2:37]5)=[O:32])[CH2:27][CH2:26]4)([OH:24])[CH3:23])=[CH:20][CH:21]=3)[CH:13]=[C:12]([CH3:49])[CH:11]=2)[CH:4]=1, predict the reactants needed to synthesize it. (3) Given the product [CH3:11][O:12][C:13](=[O:46])[CH:14]([N:26]1[CH2:3][CH2:2][N:32]([S:33]([C:36]2[CH:41]=[CH:40][CH:39]=[CH:38][C:37]=2[N+:42]([O-:44])=[O:43])(=[O:34])=[O:35])[CH:28]([CH2:29][O:30][CH3:31])[C:27]1=[O:45])[CH2:15][C:16]1[CH:25]=[CH:24][C:23]2[C:18](=[CH:19][CH:20]=[CH:21][CH:22]=2)[CH:17]=1, predict the reactants needed to synthesize it. The reactants are: Br[CH2:2][CH2:3]Br.C([O-])([O-])=O.[K+].[K+].[CH3:11][O:12][C:13](=[O:46])[CH:14]([NH:26][C:27](=[O:45])[CH:28]([NH:32][S:33]([C:36]1[CH:41]=[CH:40][CH:39]=[CH:38][C:37]=1[N+:42]([O-:44])=[O:43])(=[O:35])=[O:34])[CH2:29][O:30][CH3:31])[CH2:15][C:16]1[CH:25]=[CH:24][C:23]2[C:18](=[CH:19][CH:20]=[CH:21][CH:22]=2)[CH:17]=1.OS([O-])(=O)=O.[K+]. (4) Given the product [Cl:1][C:2]1[CH:7]=[CH:6][C:5]([CH:8]2[C:15]3[C:11](=[N:12][N:13]([CH3:17])[C:14]=3[O:16][CH3:28])[C:10](=[O:18])[N:9]2[C:19]2[CH:24]=[C:23]([CH3:25])[C:22](=[O:26])[N:21]([CH3:27])[CH:20]=2)=[CH:4][CH:3]=1, predict the reactants needed to synthesize it. The reactants are: [Cl:1][C:2]1[CH:7]=[CH:6][C:5]([CH:8]2[C:15]3[C:11](=[N:12][N:13]([CH3:17])[C:14]=3[OH:16])[C:10](=[O:18])[N:9]2[C:19]2[CH:24]=[C:23]([CH3:25])[C:22](=[O:26])[N:21]([CH3:27])[CH:20]=2)=[CH:4][CH:3]=1.[CH3:28]I.N. (5) Given the product [Br:1][C:2]1[C:11]([CH3:12])=[CH:10][C:9]2[C:4](=[CH:5][CH:6]=[C:7]([CH3:13])[CH:8]=2)[C:3]=1[OH:14], predict the reactants needed to synthesize it. The reactants are: [Br:1][C:2]1(Br)[CH:11]([CH3:12])[CH2:10][C:9]2[C:4](=[CH:5][CH:6]=[C:7]([CH3:13])[CH:8]=2)[C:3]1=[O:14].N1(C2CCCCCCCCCC2)CCCN=CCCCCC1. (6) Given the product [CH3:13][C:14]([CH3:34])([CH3:33])[CH2:15][N:16]1[C:24]2[C:19](=[N:20][C:21]([CH:25]3[CH2:30][CH2:29][CH2:28][N:27]([S:2]([CH3:1])(=[O:4])=[O:3])[CH2:26]3)=[CH:22][CH:23]=2)[N:18]([CH3:31])[C:17]1=[O:32], predict the reactants needed to synthesize it. The reactants are: [CH3:1][S:2](Cl)(=[O:4])=[O:3].CN1C(=O)CCC1.[CH3:13][C:14]([CH3:34])([CH3:33])[CH2:15][N:16]1[C:24]2[C:19](=[N:20][C:21]([CH:25]3[CH2:30][CH2:29][CH2:28][NH:27][CH2:26]3)=[CH:22][CH:23]=2)[N:18]([CH3:31])[C:17]1=[O:32].CCN(C(C)C)C(C)C. (7) Given the product [Br:1][C:2]1[C:3]([O:17][CH3:18])=[C:4]([C:13]([O:15][CH3:16])=[O:14])[C:5]2[N:6]=[CH:7][C:8]([O:12][S:26]([C:29]([F:32])([F:31])[F:30])(=[O:28])=[O:27])=[N:9][C:10]=2[CH:11]=1, predict the reactants needed to synthesize it. The reactants are: [Br:1][C:2]1[C:3]([O:17][CH3:18])=[C:4]([C:13]([O:15][CH3:16])=[O:14])[C:5]2[N:6]=[CH:7][C:8](=[O:12])[NH:9][C:10]=2[CH:11]=1.C(N(CC)CC)C.[S:26](O[S:26]([C:29]([F:32])([F:31])[F:30])(=[O:28])=[O:27])([C:29]([F:32])([F:31])[F:30])(=[O:28])=[O:27]. (8) The reactants are: [Cl:1][C:2]1[N:7]=[CH:6][C:5]([C:8](Cl)=[O:9])=[CH:4][CH:3]=1.[NH2:11][C:12]1[CH:13]=[C:14]([CH:31]=[CH:32][C:33]=1[Cl:34])[C:15]([NH:17][C:18]1[CH:23]=[C:22]([N:24]2[CH2:29][CH2:28][O:27][CH2:26][CH2:25]2)[CH:21]=[C:20]([F:30])[CH:19]=1)=[O:16].N1C=CC=CC=1.O. Given the product [Cl:34][C:33]1[CH:32]=[CH:31][C:14]([C:15]([NH:17][C:18]2[CH:23]=[C:22]([N:24]3[CH2:29][CH2:28][O:27][CH2:26][CH2:25]3)[CH:21]=[C:20]([F:30])[CH:19]=2)=[O:16])=[CH:13][C:12]=1[NH:11][C:8]([C:5]1[CH:6]=[N:7][C:2]([Cl:1])=[CH:3][CH:4]=1)=[O:9], predict the reactants needed to synthesize it. (9) The reactants are: Br[C:2]1[CH:3]=[C:4]([NH:10][C:11]2[CH:15]=[C:14]([CH:16]3[CH2:18][CH2:17]3)[N:13]([CH3:19])[N:12]=2)[C:5](=[O:9])[N:6]([CH3:8])[CH:7]=1.[C:20]([O:23][CH2:24][C:25]1[C:26]([N:40]2[N:49]=[CH:48][C:47]3[C:42](=[C:43]([F:54])[CH:44]=[C:45]([C:50]([CH3:53])([CH3:52])[CH3:51])[CH:46]=3)[C:41]2=[O:55])=[N:27][CH:28]=[CH:29][C:30]=1B1OC(C)(C)C(C)(C)O1)(=[O:22])[CH3:21].C([O-])(=O)C.[Na+].[O-]P([O-])([O-])=O.[K+].[K+].[K+]. Given the product [C:20]([O:23][CH2:24][C:25]1[C:26]([N:40]2[N:49]=[CH:48][C:47]3[C:42](=[C:43]([F:54])[CH:44]=[C:45]([C:50]([CH3:52])([CH3:51])[CH3:53])[CH:46]=3)[C:41]2=[O:55])=[N:27][CH:28]=[CH:29][C:30]=1[C:2]1[CH:3]=[C:4]([NH:10][C:11]2[CH:15]=[C:14]([CH:16]3[CH2:18][CH2:17]3)[N:13]([CH3:19])[N:12]=2)[C:5](=[O:9])[N:6]([CH3:8])[CH:7]=1)(=[O:22])[CH3:21], predict the reactants needed to synthesize it. (10) Given the product [Br:1][C:2]1[CH:7]=[CH:6][N:5]=[C:4]2[N:8]([S:11]([C:14]3[CH:19]=[CH:18][CH:17]=[CH:16][CH:15]=3)(=[O:13])=[O:12])[C:9]([C:37](=[O:38])[CH3:36])=[CH:10][C:3]=12, predict the reactants needed to synthesize it. The reactants are: [Br:1][C:2]1[CH:7]=[CH:6][N:5]=[C:4]2[N:8]([S:11]([C:14]3[CH:19]=[CH:18][CH:17]=[CH:16][CH:15]=3)(=[O:13])=[O:12])[CH:9]=[CH:10][C:3]=12.[Li+].CC([N-]C(C)C)C.CCCCCCC.C1C[O:38][CH2:37][CH2:36]1.C(C1C=CC=CC=1)C.C(OC(=O)C)(=O)C.